This data is from Catalyst prediction with 721,799 reactions and 888 catalyst types from USPTO. The task is: Predict which catalyst facilitates the given reaction. (1) Reactant: [F:1][C:2]1[CH:3]=[CH:4][C:5]2[N:9]=[C:8]([CH2:10][NH:11][C:12]3[N:20]=[CH:19][N:18]=[C:17]4[C:13]=3[N:14]=[CH:15][N:16]4C3CCCCO3)[N:7]([C:27]3[CH:32]=[CH:31][CH:30]=[CH:29][CH:28]=3)[C:6]=2[CH:33]=1.Cl. Product: [F:1][C:2]1[CH:3]=[CH:4][C:5]2[N:9]=[C:8]([CH2:10][NH:11][C:12]3[N:20]=[CH:19][N:18]=[C:17]4[C:13]=3[N:14]=[CH:15][NH:16]4)[N:7]([C:27]3[CH:32]=[CH:31][CH:30]=[CH:29][CH:28]=3)[C:6]=2[CH:33]=1. The catalyst class is: 71. (2) Reactant: Br[CH2:2][C:3]1[C:8]([O:9][CH3:10])=[CH:7][CH:6]=[CH:5][C:4]=1[F:11].[C:12]([O:16][C:17]([NH:19][C@@H:20]1[CH2:25][CH2:24][CH2:23][NH:22][CH2:21]1)=[O:18])([CH3:15])([CH3:14])[CH3:13].C([O-])([O-])=O.[K+].[K+]. Product: [F:11][C:4]1[CH:5]=[CH:6][CH:7]=[C:8]([O:9][CH3:10])[C:3]=1[CH2:2][N:22]1[CH2:23][CH2:24][CH2:25][C@@H:20]([NH:19][C:17](=[O:18])[O:16][C:12]([CH3:14])([CH3:13])[CH3:15])[CH2:21]1. The catalyst class is: 31.